Dataset: Forward reaction prediction with 1.9M reactions from USPTO patents (1976-2016). Task: Predict the product of the given reaction. (1) The product is: [CH3:18][C:19]([CH3:39])([CH3:38])[C:20]#[C:21][C:22]1[S:26][CH:25]=[C:24]([N:27]([CH:28]2[CH2:37][CH2:36][C:31]3([O:32][CH2:33][CH2:34][O:35]3)[CH2:30][CH2:29]2)[C:9]([C@@H:5]2[C@@H:6]([CH3:8])[CH2:7][C:2]([CH3:1])=[CH:3][CH2:4]2)=[O:11])[CH:23]=1. Given the reactants [CH3:1][C:2]1[CH2:7][C@H:6]([CH3:8])[C@@H:5]([C:9]([OH:11])=O)[CH2:4][CH:3]=1.C(Cl)(C(Cl)=O)=O.[CH3:18][C:19]([CH3:39])([CH3:38])[C:20]#[C:21][C:22]1[S:26][CH:25]=[C:24]([NH:27][CH:28]2[CH2:37][CH2:36][C:31]3([O:35][CH2:34][CH2:33][O:32]3)[CH2:30][CH2:29]2)[CH:23]=1.C(N(C(C)C)CC)(C)C, predict the reaction product. (2) Given the reactants C(O[C:4]([C:6]1[C:11](=[O:12])[N:10]([CH2:13][CH2:14][CH2:15][CH2:16][CH2:17][CH3:18])[N:9]2[CH:19]=[CH:20][CH:21]=[C:8]2[C:7]=1[OH:22])=[O:5])C.[NH2:23][CH2:24][C:25]([O-:27])=[O:26].[Na+], predict the reaction product. The product is: [CH2:13]([N:10]1[C:11](=[O:12])[C:6]([C:4]([NH:23][CH2:24][C:25]([OH:27])=[O:26])=[O:5])=[C:7]([OH:22])[C:8]2=[CH:21][CH:20]=[CH:19][N:9]12)[CH2:14][CH2:15][CH2:16][CH2:17][CH3:18]. (3) Given the reactants [Br:1][C:2]1[S:10][C:9]2[C:8](=[O:11])[NH:7][C:6]([C@@H:12]3[CH2:17][CH:16]=[CH:15][CH2:14][N:13]3[C:18]([O:20][C:21]([CH3:24])([CH3:23])[CH3:22])=[O:19])=[N:5][C:4]=2[CH:3]=1, predict the reaction product. The product is: [Br:1][C:2]1[S:10][C:9]2[C:8](=[O:11])[NH:7][C:6]([C@@H:12]3[CH2:17][CH2:16][CH2:15][CH2:14][N:13]3[C:18]([O:20][C:21]([CH3:24])([CH3:23])[CH3:22])=[O:19])=[N:5][C:4]=2[CH:3]=1.[Br:1][C:2]1[S:10][C:9]2[C:8](=[O:11])[NH:7][C:6]([C@H:12]3[CH2:17][CH2:16][CH2:15][CH2:14][N:13]3[C:18]([O:20][C:21]([CH3:24])([CH3:23])[CH3:22])=[O:19])=[N:5][C:4]=2[CH:3]=1. (4) Given the reactants C(OC(=O)[N:7]([CH2:18][C:19]1[CH:24]=[CH:23][C:22]([F:25])=[C:21]([C:26]([F:29])([F:28])[F:27])[CH:20]=1)[C:8]1[S:12][C:11]2[CH:13]=[CH:14][CH:15]=[CH:16][C:10]=2[C:9]=1[CH3:17])(C)(C)C.[ClH:31], predict the reaction product. The product is: [ClH:31].[F:25][C:22]1[CH:23]=[CH:24][C:19]([CH2:18][NH:7][C:8]2[S:12][C:11]3[CH:13]=[CH:14][CH:15]=[CH:16][C:10]=3[C:9]=2[CH3:17])=[CH:20][C:21]=1[C:26]([F:29])([F:27])[F:28].